From a dataset of Reaction yield outcomes from USPTO patents with 853,638 reactions. Predict the reaction yield, written as a fraction of the theoretical maximum amount of product (1.0 means a 100% yield; for example, 0.34 means a 34% yield). (1) The reactants are C([C@@H]1COC(=O)N1[C:14](=[O:28])[C@H:15]([CH2:19][O:20][CH2:21][C:22]1[CH:27]=[CH:26][CH:25]=[CH:24][CH:23]=1)[CH:16]([CH3:18])[CH3:17])C1C=CC=CC=1.OO.[Li+].[OH-].[O-:33]S([O-])=O.[Na+].[Na+].C([O-])(O)=O.[Na+]. The catalyst is C1COCC1.O. The product is [CH2:21]([O:20][CH2:19][C@H:15]([CH:16]([CH3:17])[CH3:18])[C:14]([OH:28])=[O:33])[C:22]1[CH:23]=[CH:24][CH:25]=[CH:26][CH:27]=1. The yield is 0.820. (2) The reactants are C([N:8](CC1C=CC=CC=1)[C@H:9]1[CH2:14][O:13][C@H:12]([C:15]([NH2:17])=[O:16])[CH2:11][CH2:10]1)C1C=CC=CC=1. The catalyst is C(O)C.[OH-].[Pd+2].[OH-]. The product is [NH2:8][C@H:9]1[CH2:14][O:13][C@H:12]([C:15]([NH2:17])=[O:16])[CH2:11][CH2:10]1. The yield is 0.990. (3) The reactants are [N+:1]([C:4]1[C:12]2[S:11][C:10]([NH2:13])=[N:9][C:8]=2[CH:7]=[C:6]([C:14]2[CH:15]=[N:16][CH:17]=[CH:18][CH:19]=2)[CH:5]=1)([O-:3])=[O:2].[CH2:20]([N:22]=[C:23]=[O:24])[CH3:21]. The catalyst is O1CCOCC1. The product is [CH2:20]([NH:22][C:23]([NH:13][C:10]1[S:11][C:12]2[C:4]([N+:1]([O-:3])=[O:2])=[CH:5][C:6]([C:14]3[CH:15]=[N:16][CH:17]=[CH:18][CH:19]=3)=[CH:7][C:8]=2[N:9]=1)=[O:24])[CH3:21]. The yield is 0.240. (4) The reactants are [Cl:1][C:2]1[CH:10]=[C:6]([C:7]([OH:9])=O)[C:5]([OH:11])=[CH:4][CH:3]=1.[NH2:12][C:13]1[S:14][CH:15]=[C:16]([C:18]2[CH:23]=[CH:22][CH:21]=[C:20]([C:24]([F:27])([F:26])[F:25])[CH:19]=2)[N:17]=1. No catalyst specified. The product is [Cl:1][C:2]1[CH:3]=[CH:4][C:5]([OH:11])=[C:6]([CH:10]=1)[C:7]([NH:12][C:13]1[S:14][CH:15]=[C:16]([C:18]2[CH:23]=[CH:22][CH:21]=[C:20]([C:24]([F:27])([F:25])[F:26])[CH:19]=2)[N:17]=1)=[O:9]. The yield is 0.310.